Dataset: Forward reaction prediction with 1.9M reactions from USPTO patents (1976-2016). Task: Predict the product of the given reaction. Given the reactants [CH:1]1([N:6]2[CH2:10][C@@H:9]([CH2:11][CH:12]([CH3:14])[CH3:13])[N:8]([CH:15]3[CH2:20][CH2:19][NH:18][CH2:17][CH2:16]3)[C:7]2=[O:21])[CH2:5][CH2:4][CH2:3][CH2:2]1.[C:22]([O:26][C:27](=[O:44])[C:28]1[CH:33]=[CH:32][C:31]([O:34][C:35]2[CH:40]=[CH:39][C:38]([CH:41]=O)=[C:37]([CH3:43])[N:36]=2)=[CH:30][CH:29]=1)([CH3:25])([CH3:24])[CH3:23], predict the reaction product. The product is: [C:22]([O:26][C:27](=[O:44])[C:28]1[CH:29]=[CH:30][C:31]([O:34][C:35]2[CH:40]=[CH:39][C:38]([CH2:41][N:18]3[CH2:17][CH2:16][CH:15]([N:8]4[C@H:9]([CH2:11][CH:12]([CH3:14])[CH3:13])[CH2:10][N:6]([CH:1]5[CH2:2][CH2:3][CH2:4][CH2:5]5)[C:7]4=[O:21])[CH2:20][CH2:19]3)=[C:37]([CH3:43])[N:36]=2)=[CH:32][CH:33]=1)([CH3:25])([CH3:24])[CH3:23].